From a dataset of Full USPTO retrosynthesis dataset with 1.9M reactions from patents (1976-2016). Predict the reactants needed to synthesize the given product. (1) Given the product [CH3:34][C:28]1([CH3:35])[C:27]2[C:32](=[CH:33][C:24]([CH:18]([CH2:19][CH2:20][CH2:21][CH2:22][CH3:23])[C:17]([O:16][C:13]3[CH:12]=[CH:11][C:10]([C:9]([OH:37])=[O:8])=[CH:15][CH:14]=3)=[O:36])=[CH:25][CH:26]=2)[O:31][CH2:30][CH2:29]1, predict the reactants needed to synthesize it. The reactants are: C([O:8][C:9](=[O:37])[C:10]1[CH:15]=[CH:14][C:13]([O:16][C:17](=[O:36])[CH:18]([C:24]2[CH:33]=[C:32]3[C:27]([C:28]([CH3:35])([CH3:34])[CH2:29][CH2:30][O:31]3)=[CH:26][CH:25]=2)[CH2:19][CH2:20][CH2:21][CH2:22][CH3:23])=[CH:12][CH:11]=1)C1C=CC=CC=1. (2) Given the product [Cl:1][C:2]1[C:3]([O:12][C:13]2[CH:18]=[C:17]([O:19][CH2:33][CH2:32][O:31][Si:30]([CH:35]([CH3:36])[CH3:37])([CH:27]([CH3:29])[CH3:28])[CH:38]([CH3:39])[CH3:40])[CH:16]=[CH:15][C:14]=2/[CH:20]=[CH:21]/[C:22]([O:24][CH2:25][CH3:26])=[O:23])=[N:4][CH:5]=[C:6]([C:8]([F:9])([F:11])[F:10])[CH:7]=1, predict the reactants needed to synthesize it. The reactants are: [Cl:1][C:2]1[C:3]([O:12][C:13]2[CH:18]=[C:17]([OH:19])[CH:16]=[CH:15][C:14]=2/[CH:20]=[CH:21]/[C:22]([O:24][CH2:25][CH3:26])=[O:23])=[N:4][CH:5]=[C:6]([C:8]([F:11])([F:10])[F:9])[CH:7]=1.[CH:27]([Si:30]([CH:38]([CH3:40])[CH3:39])([CH:35]([CH3:37])[CH3:36])[O:31][CH2:32][CH2:33]O)([CH3:29])[CH3:28].C(P(CCCC)CCCC)CCC.N(C(N1CCCCC1)=O)=NC(N1CCCCC1)=O. (3) Given the product [CH3:8][C:9]1[CH:22]=[C:21]([CH:23]=[CH:24][C:25]#[N:26])[CH:20]=[C:19]([CH3:27])[C:10]=1[NH2:31], predict the reactants needed to synthesize it. The reactants are: FC(F)(F)C(O)=O.[CH3:8][CH:9]1[CH:22]=[C:21]([CH:23]=[CH:24][C:25]#[N:26])[CH:20]=[C:19]([CH3:27])[C:10]1(C(O)=O)CNC1C=CC=CC=1.[NH3:31]. (4) The reactants are: Cl[C:2]1[C:7]([F:8])=[C:6]([Cl:9])[N:5]=[CH:4][N:3]=1.C(#N)C.[NH:13]1[CH2:18][CH2:17][CH:16]([C:19]([O:21][CH2:22][CH3:23])=[O:20])[CH2:15][CH2:14]1.CCN(C(C)C)C(C)C. Given the product [Cl:9][C:6]1[N:5]=[CH:4][N:3]=[C:2]([N:13]2[CH2:18][CH2:17][CH:16]([C:19]([O:21][CH2:22][CH3:23])=[O:20])[CH2:15][CH2:14]2)[C:7]=1[F:8], predict the reactants needed to synthesize it. (5) Given the product [OH:1][C:2]1[CH:7]=[C:6]([N+:12]([O-:14])=[O:13])[CH:5]=[CH:4][C:3]=1[CH2:8][C:9]([OH:11])=[O:10], predict the reactants needed to synthesize it. The reactants are: [OH:1][C:2]1[CH:7]=[CH:6][CH:5]=[CH:4][C:3]=1[CH2:8][C:9]([OH:11])=[O:10].[N+:12]([O-])([OH:14])=[O:13].